This data is from Full USPTO retrosynthesis dataset with 1.9M reactions from patents (1976-2016). The task is: Predict the reactants needed to synthesize the given product. (1) Given the product [NH2:1][C:2]1[C:3]2[CH:11]=[CH:10][N:9]([C:12]3[C:13]([CH3:20])=[CH:14][C:15]([CH3:19])=[CH:16][C:17]=3[CH3:18])[C:4]=2[C:5](=[O:8])[N:6]([CH3:23])[N:7]=1, predict the reactants needed to synthesize it. The reactants are: [NH2:1][C:2]1[C:3]2[CH:11]=[CH:10][N:9]([C:12]3[C:17]([CH3:18])=[CH:16][C:15]([CH3:19])=[CH:14][C:13]=3[CH3:20])[C:4]=2[C:5](=[O:8])[NH:6][N:7]=1.[H-].[Na+].[CH3:23]I. (2) Given the product [Cl:22][CH2:21][CH2:20][CH2:19][CH2:18][N:11]1[CH:12]=[CH:13][C:8]([C:6]2[CH:5]=[CH:4][CH:3]=[C:2]([CH3:1])[N:7]=2)=[N:9][C:10]1=[O:14], predict the reactants needed to synthesize it. The reactants are: [CH3:1][C:2]1[N:7]=[C:6]([C:8]2[CH:13]=[CH:12][NH:11][C:10](=[O:14])[N:9]=2)[CH:5]=[CH:4][CH:3]=1.[H-].[Na+].Br[CH2:18][CH2:19][CH2:20][CH2:21][Cl:22].O. (3) Given the product [CH3:1][O:2][C:3]1[CH:28]=[C:27]([O:29][CH3:30])[CH:26]=[CH:25][C:4]=1[CH2:5][NH:6][C:7]1[C:8]2[CH:15]=[CH:14][N:13]([C@H:16]3[C@@H:20]4[O:21][C:33]([CH3:35])([CH3:34])[O:22][C@@H:19]4[C@@H:18]([CH2:23][OH:24])[O:17]3)[C:9]=2[N:10]=[CH:11][N:12]=1, predict the reactants needed to synthesize it. The reactants are: [CH3:1][O:2][C:3]1[CH:28]=[C:27]([O:29][CH3:30])[CH:26]=[CH:25][C:4]=1[CH2:5][NH:6][C:7]1[C:8]2[CH:15]=[CH:14][N:13]([C@H:16]3[C@H:20]([OH:21])[C@H:19]([OH:22])[C@@H:18]([CH2:23][OH:24])[O:17]3)[C:9]=2[N:10]=[CH:11][N:12]=1.CO[C:33](OC)([CH3:35])[CH3:34].C12(CS(O)(=O)=O)C(C)(C)C(CC1)CC2=O.C(=O)(O)[O-].[Na+].CO.O.C1(C)C=CC(S(O)(=O)=O)=CC=1. (4) Given the product [Cl:1][C:2]1[CH:7]=[CH:6][C:5]([C:8]2[NH:13][C:12](=[O:14])[S:17][CH:9]=2)=[CH:4][CH:3]=1, predict the reactants needed to synthesize it. The reactants are: [Cl:1][C:2]1[CH:7]=[CH:6][C:5]([C:8](=O)[CH2:9]Br)=[CH:4][CH:3]=1.[C:12](=[S:17])([O:14]CC)[NH2:13].C(O)C. (5) The reactants are: [CH2:1](Br)[C:2]1[CH:7]=[CH:6][CH:5]=[CH:4][CH:3]=1.[Cl:9][C:10]1[N:15]=[C:14]([OH:16])[CH:13]=[CH:12][CH:11]=1.C(=O)([O-])[O-].[K+].[K+]. Given the product [CH2:1]([O:16][C:14]1[CH:13]=[CH:12][CH:11]=[C:10]([Cl:9])[N:15]=1)[C:2]1[CH:7]=[CH:6][CH:5]=[CH:4][CH:3]=1, predict the reactants needed to synthesize it.